This data is from Full USPTO retrosynthesis dataset with 1.9M reactions from patents (1976-2016). The task is: Predict the reactants needed to synthesize the given product. (1) Given the product [CH2:1]([NH:3][C:4](=[O:32])[NH:5][C:6]1[N:11]=[CH:10][C:9]([C:12]2[C:13]([O:42][CH:37]3[CH2:36][C:35]([CH3:43])([CH3:44])[N:34]([CH3:33])[C:39]([CH3:41])([CH3:40])[CH2:38]3)=[N:14][CH:15]=[C:16]([C:18]([OH:20])=[O:19])[CH:17]=2)=[C:8]([C:23]2[S:24][CH:25]=[C:26]([C:28]([F:30])([F:31])[F:29])[N:27]=2)[CH:7]=1)[CH3:2], predict the reactants needed to synthesize it. The reactants are: [CH2:1]([NH:3][C:4](=[O:32])[NH:5][C:6]1[N:11]=[CH:10][C:9]([C:12]2[C:13](F)=[N:14][CH:15]=[C:16]([C:18]([O:20]C)=[O:19])[CH:17]=2)=[C:8]([C:23]2[S:24][CH:25]=[C:26]([C:28]([F:31])([F:30])[F:29])[N:27]=2)[CH:7]=1)[CH3:2].[CH3:33][N:34]1[C:39]([CH3:41])([CH3:40])[CH2:38][CH:37]([OH:42])[CH2:36][C:35]1([CH3:44])[CH3:43]. (2) Given the product [C:1]([OH:8])(=[O:7])/[CH:2]=[CH:3]\[C:4]([OH:6])=[O:5].[C:1]([OH:8])(=[O:7])/[CH:2]=[CH:3]\[C:4]([OH:6])=[O:5].[NH2:9][C:10]1[N:15]=[CH:14][N:13]=[C:12]2[N:16]([CH:37]3[CH2:38][CH2:39][CH:40]([N:43]4[CH2:48][CH2:47][N:46]([CH3:49])[CH2:45][CH2:44]4)[CH2:41][CH2:42]3)[N:17]=[C:18]([C:19]3[CH:24]=[CH:23][C:22]([NH:25][S:26]([C:29]4[CH:34]=[CH:33][C:32]([F:35])=[CH:31][CH:30]=4)(=[O:28])=[O:27])=[C:21]([F:36])[CH:20]=3)[C:11]=12, predict the reactants needed to synthesize it. The reactants are: [C:1]([OH:8])(=[O:7])/[CH:2]=[CH:3]\[C:4]([OH:6])=[O:5].[NH2:9][C:10]1[N:15]=[CH:14][N:13]=[C:12]2[N:16]([CH:37]3[CH2:42][CH2:41][CH:40]([N:43]4[CH2:48][CH2:47][N:46]([CH3:49])[CH2:45][CH2:44]4)[CH2:39][CH2:38]3)[N:17]=[C:18]([C:19]3[CH:24]=[CH:23][C:22]([NH:25][S:26]([C:29]4[CH:34]=[CH:33][C:32]([F:35])=[CH:31][CH:30]=4)(=[O:28])=[O:27])=[C:21]([F:36])[CH:20]=3)[C:11]=12. (3) Given the product [N+:1]([C:4]1[CH:13]=[C:12]2[C:7]([CH2:8][CH2:9][CH2:10][N:11]2[C:14](=[O:16])[CH3:15])=[CH:6][CH:5]=1)([O-:3])=[O:2], predict the reactants needed to synthesize it. The reactants are: [N+:1]([C:4]1[CH:13]=[C:12]2[C:7]([CH2:8][CH2:9][CH2:10][NH:11]2)=[CH:6][CH:5]=1)([O-:3])=[O:2].[C:14](OC(=O)C)(=[O:16])[CH3:15]. (4) Given the product [C:1]([C:3]1[CH:9]=[CH:8][C:6]([NH:7][C:14]2[CH:19]=[CH:18][CH:17]=[CH:16][N:15]=2)=[C:5]([N+:10]([O-:12])=[O:11])[CH:4]=1)#[N:2], predict the reactants needed to synthesize it. The reactants are: [C:1]([C:3]1[CH:9]=[CH:8][C:6]([NH2:7])=[C:5]([N+:10]([O-:12])=[O:11])[CH:4]=1)#[N:2].Br[C:14]1[CH:19]=[CH:18][CH:17]=[CH:16][N:15]=1.C(=O)([O-])[O-].[K+].[K+].